From a dataset of Full USPTO retrosynthesis dataset with 1.9M reactions from patents (1976-2016). Predict the reactants needed to synthesize the given product. (1) Given the product [CH3:30][C@H:29]1[C@H:34]([CH2:37][N:12]2[CH:11]=[C:10]([C:8]3[CH:7]=[C:6]([NH:15][C:16]4[N:21]=[C:20]([C:22]([F:23])([F:25])[F:24])[CH:19]=[CH:18][N:17]=4)[CH:5]=[C:4]([CH3:3])[CH:9]=3)[CH:14]=[N:13]2)[O:33][C:32](=[O:38])[NH:31]1, predict the reactants needed to synthesize it. The reactants are: [H-].[Na+].[CH3:3][C:4]1[CH:5]=[C:6]([NH:15][C:16]2[N:21]=[C:20]([C:22]([F:25])([F:24])[F:23])[CH:19]=[CH:18][N:17]=2)[CH:7]=[C:8]([C:10]2[CH:11]=[N:12][NH:13][CH:14]=2)[CH:9]=1.ClCC(O)[C@@H:29]([NH:31][C:32](=[O:38])[O:33][C:34]([CH3:37])(C)C)[CH3:30]. (2) Given the product [Si:20]([O:27][CH2:28][CH2:29][CH:30]1[CH2:35][CH2:34][CH2:33][N:32]([C:2]2[CH:7]=[N:6][C:5]([C:8]3[CH:13]=[CH:12][CH:11]=[CH:10][CH:9]=3)=[C:4]([C:14]3[CH:19]=[CH:18][CH:17]=[CH:16][CH:15]=3)[N:3]=2)[CH2:31]1)([C:23]([CH3:25])([CH3:26])[CH3:24])([CH3:22])[CH3:21], predict the reactants needed to synthesize it. The reactants are: Cl[C:2]1[CH:7]=[N:6][C:5]([C:8]2[CH:13]=[CH:12][CH:11]=[CH:10][CH:9]=2)=[C:4]([C:14]2[CH:19]=[CH:18][CH:17]=[CH:16][CH:15]=2)[N:3]=1.[Si:20]([O:27][CH2:28][CH2:29][CH:30]1[CH2:35][CH2:34][CH2:33][NH:32][CH2:31]1)([C:23]([CH3:26])([CH3:25])[CH3:24])([CH3:22])[CH3:21]. (3) Given the product [Br:1][C:2]1[CH:3]=[C:4]2[C:8](=[CH:9][CH:10]=1)[N:7]([CH2:11][O:12][CH2:13][CH2:14][Si:15]([CH3:18])([CH3:17])[CH3:16])[N:6]=[C:5]2[NH:20][C:21]1[N:25]([CH:26]2[CH2:27][CH2:28][CH2:29][CH2:30][CH2:31]2)[C:24]2[CH:32]=[CH:33][C:34]([CH2:36][OH:37])=[CH:35][C:23]=2[N:22]=1, predict the reactants needed to synthesize it. The reactants are: [Br:1][C:2]1[CH:3]=[C:4]2[C:8](=[CH:9][CH:10]=1)[N:7]([CH2:11][O:12][CH2:13][CH2:14][Si:15]([CH3:18])([CH3:17])[CH3:16])[N:6]=[C:5]2I.[NH2:20][C:21]1[N:25]([CH:26]2[CH2:31][CH2:30][CH2:29][CH2:28][CH2:27]2)[C:24]2[CH:32]=[CH:33][C:34]([CH2:36][OH:37])=[CH:35][C:23]=2[N:22]=1.CN[C@@H]1CCCC[C@H]1NC.P([O-])([O-])([O-])=O.[K+].[K+].[K+].O1CCCC1. (4) Given the product [CH:33]1([C:29]2[N:28]=[CH:27][N:26]=[C:25]3[C:30]=2[N:31]=[CH:32][N:24]3[C@H:16]2[C@@H:17]3[O:18][C:19]([CH3:23])([CH3:22])[O:20][C@@H:21]3[C@@H:14]([CH2:13][OH:12])[O:15]2)[CH2:34][CH2:2]1, predict the reactants needed to synthesize it. The reactants are: [I-].[CH3:2][S+](C)(C)=O.[H-].[Na+].C([O:12][CH2:13][C@@H:14]1[C@@H:21]2[C@@H:17]([O:18][C:19]([CH3:23])([CH3:22])[O:20]2)[C@H:16]([N:24]2[CH:32]=[N:31][C:30]3[C:25]2=[N:26][CH:27]=[N:28][C:29]=3[CH:33]=[CH2:34])[O:15]1)(=O)C.[NH4+].[Cl-]. (5) Given the product [N:73]1[CH:78]=[CH:77][N:76]=[C:75]2[NH:79][CH:80]=[C:81]([C:46]3[S:50][C:49]([CH2:51][NH:52][C:53]([C:55]4[C:56](=[O:70])[N:57]([CH2:61][C:62]5[CH:67]=[CH:66][C:65]([F:68])=[C:64]([F:69])[CH:63]=5)[CH:58]=[CH:59][CH:60]=4)=[O:54])=[CH:48][CH:47]=3)[C:74]=12, predict the reactants needed to synthesize it. The reactants are: C(C1C=C2C(C3C=C(C=CC=3)CNC(C3C(=O)N(CC4C=CC(F)=C(F)C=4)C=CC=3)=O)=CNC2=NC=1)#N.CC1(C)C(C)(C)OB([C:46]2[S:50][C:49]([CH2:51][NH:52][C:53]([C:55]3[C:56](=[O:70])[N:57]([CH2:61][C:62]4[CH:67]=[CH:66][C:65]([F:68])=[C:64]([F:69])[CH:63]=4)[CH:58]=[CH:59][CH:60]=3)=[O:54])=[CH:48][CH:47]=2)O1.[B].[N:73]1[CH:78]=[CH:77][N:76]=[C:75]2[NH:79][CH:80]=[CH:81][C:74]=12. (6) Given the product [Cl:17][C:3]1[N:4]=[CH:5][N:6]=[C:7]2[C:2]=1[C:1]1[CH:13]=[CH:12][CH:11]=[CH:10][C:9]=1[S:8]2, predict the reactants needed to synthesize it. The reactants are: [C:1]12[CH:13]=[CH:12][CH:11]=[CH:10][C:9]=1[S:8][C:7]1[C:2]2=[C:3](O)[N:4]=[CH:5][N:6]=1.O=P(Cl)(Cl)[Cl:17]. (7) Given the product [CH3:12][C:9]1[CH:8]=[CH:7][C:6]2[C:11](=[CH:2][CH:3]=[CH:4][C:5]=2[O:13][C:14]2[CH:19]=[CH:18][CH:17]=[CH:16][CH:15]=2)[N:10]=1, predict the reactants needed to synthesize it. The reactants are: Cl[C:2]1[CH:3]=[CH:4][C:5]([O:13][C:14]2[CH:19]=[CH:18][CH:17]=[CH:16][CH:15]=2)=[C:6]2[C:11]=1[N:10]=[C:9]([CH3:12])[CH:8]=[CH:7]2.[OH-].[Na+].